This data is from Reaction yield outcomes from USPTO patents with 853,638 reactions. The task is: Predict the reaction yield, written as a fraction of the theoretical maximum amount of product (1.0 means a 100% yield; for example, 0.34 means a 34% yield). (1) The reactants are F[C:2]1[CH:7]=[CH:6][C:5]([N+:8]([O-:10])=[O:9])=[CH:4][CH:3]=1.[C:11]([O:15][C:16]([N:18]1[CH2:23][CH2:22][NH:21][CH2:20][CH2:19]1)=[O:17])([CH3:14])([CH3:13])[CH3:12].C(N(CC)C(C)C)(C)C.CCOCC. The catalyst is C(OCC)(=O)C. The product is [C:11]([O:15][C:16]([N:18]1[CH2:23][CH2:22][N:21]([C:2]2[CH:7]=[CH:6][C:5]([N+:8]([O-:10])=[O:9])=[CH:4][CH:3]=2)[CH2:20][CH2:19]1)=[O:17])([CH3:14])([CH3:12])[CH3:13]. The yield is 0.770. (2) The reactants are Cl.C(N=C=NCCCN(C)C)C.[C:13]1([CH2:19][C:20]([NH:22][C:23]2([C:29]([OH:31])=[O:30])[CH2:28][CH2:27][CH2:26][CH2:25][CH2:24]2)=O)[CH:18]=[CH:17][CH:16]=[CH:15][CH:14]=1. The catalyst is C(Cl)Cl. The product is [C:13]1([CH2:19][C:20]2[O:31][C:29](=[O:30])[C:23]3([CH2:24][CH2:25][CH2:26][CH2:27][CH2:28]3)[N:22]=2)[CH:14]=[CH:15][CH:16]=[CH:17][CH:18]=1. The yield is 0.860. (3) The reactants are Cl.[Cl:2][C:3]1[C:4]([CH3:11])=[C:5]([NH:9][NH2:10])[CH:6]=[CH:7][CH:8]=1.C(O[CH:15]=[C:16]([C:19]#[N:20])[C:17]#[N:18])C. No catalyst specified. The product is [NH2:20][C:19]1[N:9]([C:5]2[CH:6]=[CH:7][CH:8]=[C:3]([Cl:2])[C:4]=2[CH3:11])[N:10]=[CH:15][C:16]=1[C:17]#[N:18]. The yield is 0.584.